Dataset: Full USPTO retrosynthesis dataset with 1.9M reactions from patents (1976-2016). Task: Predict the reactants needed to synthesize the given product. (1) Given the product [Cl:1][C:2]1[CH:10]=[C:9]([C:11](=[O:15])[N:12]([CH3:14])[CH3:13])[CH:8]=[C:7]([Cl:16])[C:3]=1[C:4]([Cl:19])=[O:5], predict the reactants needed to synthesize it. The reactants are: [Cl:1][C:2]1[CH:10]=[C:9]([C:11](=[O:15])[N:12]([CH3:14])[CH3:13])[CH:8]=[C:7]([Cl:16])[C:3]=1[C:4](O)=[O:5].O=S(Cl)[Cl:19]. (2) Given the product [NH:63]([C:84]([O:86][C:87]([CH3:90])([CH3:89])[CH3:88])=[O:85])[C@H:64]([C:81]([NH:2][C@H:3]([C:21]([N:23]1[CH2:62][CH2:61][CH2:60][C@H:24]1[C:25]([NH:27][C@H:28]([C:30]([NH:32][C@H:33]([C:50]([O:52][CH2:53][C:54]1[CH:59]=[CH:58][CH:57]=[CH:56][CH:55]=1)=[O:51])[CH2:34][CH2:35][CH2:36][CH2:37][NH:38][C:39]([O:41][CH2:42][C:43]1[CH:49]=[CH:48][CH:47]=[CH:46][C:44]=1[Cl:45])=[O:40])=[O:31])[CH3:29])=[O:26])=[O:22])[CH2:4][CH2:5][CH2:6][NH:7][C:8](=[NH:20])[NH:9][S:10]([C:13]1[CH:14]=[CH:15][C:16]([CH3:17])=[CH:18][CH:19]=1)(=[O:11])=[O:12])=[O:82])[CH2:65][CH2:66][CH2:67][CH2:68][NH:69][C:70]([O:72][CH2:73][C:74]1[CH:80]=[CH:79][CH:78]=[CH:77][C:75]=1[Cl:76])=[O:71], predict the reactants needed to synthesize it. The reactants are: Cl.[NH2:2][C@H:3]([C:21]([N:23]1[CH2:62][CH2:61][CH2:60][C@H:24]1[C:25]([NH:27][C@H:28]([C:30]([NH:32][C@H:33]([C:50]([O:52][CH2:53][C:54]1[CH:59]=[CH:58][CH:57]=[CH:56][CH:55]=1)=[O:51])[CH2:34][CH2:35][CH2:36][CH2:37][NH:38][C:39]([O:41][CH2:42][C:43]1[CH:49]=[CH:48][CH:47]=[CH:46][C:44]=1[Cl:45])=[O:40])=[O:31])[CH3:29])=[O:26])=[O:22])[CH2:4][CH2:5][CH2:6][NH:7][C:8](=[NH:20])[NH:9][S:10]([C:13]1[CH:19]=[CH:18][C:16]([CH3:17])=[CH:15][CH:14]=1)(=[O:12])=[O:11].[NH:63]([C:84]([O:86][C:87]([CH3:90])([CH3:89])[CH3:88])=[O:85])[C@H:64]([C:81](O)=[O:82])[CH2:65][CH2:66][CH2:67][CH2:68][NH:69][C:70]([O:72][CH2:73][C:74]1[CH:80]=[CH:79][CH:78]=[CH:77][C:75]=1[Cl:76])=[O:71].ON1C2C=CC=CC=2N=N1.C1(N=C=NC2CCCCC2)CCCCC1. (3) Given the product [NH:1]1[C:5]2[CH:6]=[CH:7][C:8]([N:10]3[C:20](=[O:21])[C:15]4[S:16][CH:17]=[C:18]([CH3:19])[C:14]=4[NH:11][C:12]3=[S:13])=[CH:9][C:4]=2[N:3]=[CH:2]1, predict the reactants needed to synthesize it. The reactants are: [NH:1]1[C:5]2[CH:6]=[CH:7][C:8]([NH2:10])=[CH:9][C:4]=2[N:3]=[CH:2]1.[N:11]([C:14]1[C:18]([CH3:19])=[CH:17][S:16][C:15]=1[C:20](OC)=[O:21])=[C:12]=[S:13].